This data is from Full USPTO retrosynthesis dataset with 1.9M reactions from patents (1976-2016). The task is: Predict the reactants needed to synthesize the given product. (1) Given the product [F:14][C:15]1[CH:20]=[CH:19][CH:18]=[C:17]([F:21])[C:16]=1[C:22]1[CH:27]=[CH:26][CH:25]=[C:24]([CH2:28][O:1][C:2]2[CH:3]=[CH:4][C:5]([CH2:8][CH2:9][C:10]([O:12][CH3:13])=[O:11])=[CH:6][CH:7]=2)[CH:23]=1, predict the reactants needed to synthesize it. The reactants are: [OH:1][C:2]1[CH:7]=[CH:6][C:5]([CH2:8][CH2:9][C:10]([O:12][CH3:13])=[O:11])=[CH:4][CH:3]=1.[F:14][C:15]1[CH:20]=[CH:19][CH:18]=[C:17]([F:21])[C:16]=1[C:22]1[CH:27]=[CH:26][CH:25]=[C:24]([CH2:28]O)[CH:23]=1. (2) Given the product [CH3:51][N:52]([CH3:53])[CH2:54][CH2:55][CH2:56][O:35][C:32]1[CH:33]=[CH:34][C:29]([CH2:28][C@@H:26]([C:25]([O:24][C:20]([CH3:23])([CH3:21])[CH3:22])=[O:36])[NH2:27])=[CH:30][CH:31]=1, predict the reactants needed to synthesize it. The reactants are: C1(P(C2C=CC=CC=2)C2C=CC=CC=2)C=CC=CC=1.[C:20]([O:24][C:25](=[O:36])[C@H:26]([CH2:28][C:29]1[CH:34]=[CH:33][C:32]([OH:35])=[CH:31][CH:30]=1)[NH2:27])([CH3:23])([CH3:22])[CH3:21].N(/C(OC(C)C)=O)=N\C(OC(C)C)=O.[CH3:51][N:52]([CH:54](O)[CH2:55][CH3:56])[CH3:53].